This data is from Catalyst prediction with 721,799 reactions and 888 catalyst types from USPTO. The task is: Predict which catalyst facilitates the given reaction. (1) Reactant: Br[C:2]1[CH:7]=[CH:6][C:5]([C:8]2[N:9]=[CH:10][C:11]([NH2:14])=[N:12][CH:13]=2)=[C:4]([F:15])[CH:3]=1.[CH3:16][N:17]([CH3:30])[S:18]([C:21]1[CH:26]=[CH:25][CH:24]=[CH:23][C:22]=1B(O)O)(=[O:20])=[O:19].C([O-])([O-])=O.[K+].[K+].C(Cl)Cl. Product: [NH2:14][C:11]1[N:12]=[CH:13][C:8]([C:5]2[CH:6]=[CH:7][C:2]([C:22]3[C:21]([S:18]([N:17]([CH3:30])[CH3:16])(=[O:19])=[O:20])=[CH:26][CH:25]=[CH:24][CH:23]=3)=[CH:3][C:4]=2[F:15])=[N:9][CH:10]=1. The catalyst class is: 140. (2) Reactant: Cl[CH2:2][C:3](=O)[CH3:4].[Cl:6][C:7]1[CH:8]=[C:9]([O:17][C:18]2[CH:23]=[CH:22][CH:21]=[CH:20][CH:19]=2)[C:10]([NH:13][C:14]([NH2:16])=[S:15])=[N:11][CH:12]=1.C(N(CC)CC)C. Product: [Cl:6][C:7]1[CH:8]=[C:9]([O:17][C:18]2[CH:19]=[CH:20][CH:21]=[CH:22][CH:23]=2)[C:10]([NH:13][C:14]2[S:15][CH:2]=[C:3]([CH3:4])[N:16]=2)=[N:11][CH:12]=1. The catalyst class is: 8. (3) Reactant: Br[CH2:2][CH2:3][CH2:4][C:5]([O:7][CH2:8][CH3:9])=[O:6].[CH:10]1([N:14]2[CH2:20][CH2:19][C:18]3[CH:21]=[C:22]([OH:25])[CH:23]=[CH:24][C:17]=3[CH2:16][CH2:15]2)[CH2:13][CH2:12][CH2:11]1.C(=O)([O-])[O-].[K+].[K+]. Product: [CH:10]1([N:14]2[CH2:15][CH2:16][C:17]3[CH:24]=[CH:23][C:22]([O:25][CH2:2][CH2:3][CH2:4][C:5]([O:7][CH2:8][CH3:9])=[O:6])=[CH:21][C:18]=3[CH2:19][CH2:20]2)[CH2:13][CH2:12][CH2:11]1. The catalyst class is: 131.